Dataset: Forward reaction prediction with 1.9M reactions from USPTO patents (1976-2016). Task: Predict the product of the given reaction. Given the reactants [F:1][C:2]([F:13])([F:12])[CH:3]1[O:8][CH2:7][CH:6]([C:9]([OH:11])=O)[CH2:5][CH2:4]1.Cl.[CH3:15][NH:16][O:17][CH3:18].CCN=C=NCCCN(C)C.C1C=CC2N(O)N=NC=2C=1.CCN(C(C)C)C(C)C, predict the reaction product. The product is: [CH3:18][O:17][N:16]([CH3:15])[C:9]([CH:6]1[CH2:5][CH2:4][CH:3]([C:2]([F:1])([F:13])[F:12])[O:8][CH2:7]1)=[O:11].